This data is from Peptide-MHC class I binding affinity with 185,985 pairs from IEDB/IMGT. The task is: Regression. Given a peptide amino acid sequence and an MHC pseudo amino acid sequence, predict their binding affinity value. This is MHC class I binding data. (1) The peptide sequence is AALDGTFQR. The MHC is HLA-A33:01 with pseudo-sequence HLA-A33:01. The binding affinity (normalized) is 0.521. (2) The peptide sequence is YCSTNHLSK. The MHC is HLA-A68:01 with pseudo-sequence HLA-A68:01. The binding affinity (normalized) is 0.0710. (3) The peptide sequence is VLMIKALEL. The MHC is HLA-A02:01 with pseudo-sequence HLA-A02:01. The binding affinity (normalized) is 1.00. (4) The peptide sequence is SVPEPAAGI. The MHC is HLA-A11:01 with pseudo-sequence HLA-A11:01. The binding affinity (normalized) is 0.0847. (5) The peptide sequence is KPLLAPHHVV. The MHC is HLA-B51:01 with pseudo-sequence HLA-B51:01. The binding affinity (normalized) is 0. (6) The peptide sequence is AEKTMKEYG. The MHC is HLA-B45:01 with pseudo-sequence HLA-B45:01. The binding affinity (normalized) is 0.354.